From a dataset of Reaction yield outcomes from USPTO patents with 853,638 reactions. Predict the reaction yield, written as a fraction of the theoretical maximum amount of product (1.0 means a 100% yield; for example, 0.34 means a 34% yield). (1) The reactants are [F:1][C:2]1[CH:7]=[CH:6][C:5]([C:8]2[CH:9]=[N:10][N:11]([CH3:13])[CH:12]=2)=[CH:4][C:3]=1[N:14]1[CH:19]=[C:18]([O:20][CH3:21])[C:17](=[O:22])[C:16]([C:23](N(OC)C)=[O:24])=[N:15]1.[CH3:29][Mg+].[Br-]. The catalyst is C1COCC1. The product is [C:23]([C:16]1[C:17](=[O:22])[C:18]([O:20][CH3:21])=[CH:19][N:14]([C:3]2[CH:4]=[C:5]([C:8]3[CH:9]=[N:10][N:11]([CH3:13])[CH:12]=3)[CH:6]=[CH:7][C:2]=2[F:1])[N:15]=1)(=[O:24])[CH3:29]. The yield is 0.850. (2) The reactants are [CH2:1]([O:3][C:4]([C:6]1[N:7]=[C:8]([S:15][CH3:16])[NH:9][C:10](=[O:14])[C:11]=1[O:12][CH3:13])=[O:5])[CH3:2].[H-].[Na+].I[CH3:20]. The catalyst is CN(C)C=O. The product is [CH2:1]([O:3][C:4]([C:6]1[N:7]=[C:8]([S:15][CH3:16])[N:9]([CH3:20])[C:10](=[O:14])[C:11]=1[O:12][CH3:13])=[O:5])[CH3:2]. The yield is 0.890.